Task: Predict which catalyst facilitates the given reaction.. Dataset: Catalyst prediction with 721,799 reactions and 888 catalyst types from USPTO (1) Reactant: [CH:1]([NH:4][C:5]1[CH:10]=[CH:9][CH:8]=[CH:7][C:6]=1/[CH:11]=[CH:12]/[C:13]([O:15][CH3:16])=[O:14])([CH3:3])[CH3:2].[F:17][C:18]([F:29])([F:28])[C:19]1[CH:20]=[C:21]([CH:25]=[CH:26][CH:27]=1)[C:22](Cl)=[O:23].O. Product: [CH:1]([N:4]([C:5]1[CH:10]=[CH:9][CH:8]=[CH:7][C:6]=1/[CH:11]=[CH:12]/[C:13]([O:15][CH3:16])=[O:14])[C:22](=[O:23])[C:21]1[CH:25]=[CH:26][CH:27]=[C:19]([C:18]([F:17])([F:28])[F:29])[CH:20]=1)([CH3:3])[CH3:2]. The catalyst class is: 17. (2) Reactant: [Br:1][C:2]1[CH:9]=[C:8]([F:10])[C:5]([CH:6]=[O:7])=[C:4]([F:11])[CH:3]=1.[CH3:12][Mg]Br.CCOCC. Product: [Br:1][C:2]1[CH:3]=[C:4]([F:11])[C:5]([CH:6]([OH:7])[CH3:12])=[C:8]([F:10])[CH:9]=1. The catalyst class is: 7.